Dataset: Reaction yield outcomes from USPTO patents with 853,638 reactions. Task: Predict the reaction yield, written as a fraction of the theoretical maximum amount of product (1.0 means a 100% yield; for example, 0.34 means a 34% yield). (1) The reactants are [Mg].II.Br[C:5]1[CH:6]=[C:7]([CH3:11])[CH:8]=[CH:9][CH:10]=1.[P:12]([O-:19])(OCC)OCC.Cl. The catalyst is C1COCC1.C1(C)C=CC=CC=1.O. The product is [C:7]1([CH3:11])[CH:8]=[CH:9][CH:10]=[C:5]([PH:12](=[O:19])[C:5]2[CH:6]=[C:7]([CH3:11])[CH:8]=[CH:9][CH:10]=2)[CH:6]=1. The yield is 0.933. (2) The reactants are [NH2:1][C:2]1[CH:3]=[C:4]([CH:8]=[CH:9][C:10]=1[NH2:11])[C:5]([OH:7])=[O:6].[Cl:12][CH2:13][C:14](O)=O. The catalyst is Cl. The product is [Cl:12][CH2:13][C:14]1[NH:11][C:10]2[CH:9]=[CH:8][C:4]([C:5]([OH:7])=[O:6])=[CH:3][C:2]=2[N:1]=1. The yield is 0.760. (3) The reactants are [O:1]1[CH2:6][CH2:5][CH2:4][CH2:3][CH:2]1[O:7][CH2:8][C:9]1[CH:14]=[CH:13][C:12]([CH2:15][OH:16])=[CH:11][CH:10]=1.[C:17]([OH:21])(C)(C)[CH3:18].C(OC(C)C)(C)C. The catalyst is [Zn]. The product is [C:17]([O:16][CH2:15][C:12]1[CH:11]=[CH:10][C:9]([CH2:8][O:7][CH:2]2[CH2:3][CH2:4][CH2:5][CH2:6][O:1]2)=[CH:14][CH:13]=1)(=[O:21])[CH3:18]. The yield is 0.929.